The task is: Predict which catalyst facilitates the given reaction.. This data is from Catalyst prediction with 721,799 reactions and 888 catalyst types from USPTO. Reactant: [C:1]([O:5][C:6]([N:8]1[CH2:13][CH2:12][N:11]2[C:14]([C:20]3[CH:25]=[CH:24][CH:23]=[CH:22][CH:21]=3)=[CH:15][C:16]([C:17](=[O:19])[NH2:18])=[C:10]2[CH2:9]1)=[O:7])([CH3:4])([CH3:3])[CH3:2].[Cl:26]N1C(=O)CCC1=O. Product: [C:1]([O:5][C:6]([N:8]1[CH2:13][CH2:12][N:11]2[C:14]([C:20]3[CH:25]=[CH:24][CH:23]=[CH:22][CH:21]=3)=[C:15]([Cl:26])[C:16]([C:17](=[O:19])[NH2:18])=[C:10]2[CH2:9]1)=[O:7])([CH3:4])([CH3:2])[CH3:3]. The catalyst class is: 4.